From a dataset of Full USPTO retrosynthesis dataset with 1.9M reactions from patents (1976-2016). Predict the reactants needed to synthesize the given product. (1) Given the product [F:9][C:10]([F:15])([F:14])[C:7]1[C:5](=[O:6])[NH:4][C:2](=[O:3])[NH:1][CH:8]=1, predict the reactants needed to synthesize it. The reactants are: [NH:1]1[CH:8]=[CH:7][C:5](=[O:6])[NH:4][C:2]1=[O:3].[F:9][C:10]([F:15])([F:14])S([O-])=O.[Na+].C(OO)(C)(C)C. (2) Given the product [CH2:28]([O:27][CH2:26][C@H:16]1[CH2:15][CH2:14][C@H:13]2[C@H:12]3[C@H:21]([CH2:20][CH2:19][C@:17]12[CH3:18])[C@:22]1([CH3:25])[C:9]([CH2:8][C@@H:7]([O:6][CH2:5][O:4][CH3:3])[CH2:24][CH2:23]1)=[CH:10][CH2:11]3)[C:29]1[CH:34]=[CH:33][CH:32]=[CH:31][CH:30]=1, predict the reactants needed to synthesize it. The reactants are: [H-].[Na+].[CH3:3][O:4][CH2:5][O:6][C@H:7]1[CH2:24][CH2:23][C@@:22]2([CH3:25])[C:9](=[CH:10][CH2:11][C@@H:12]3[C@@H:21]2[CH2:20][CH2:19][C@@:17]2([CH3:18])[C@H:13]3[CH2:14][CH2:15][C@@H:16]2[CH2:26][OH:27])[CH2:8]1.[CH2:28](Br)[C:29]1[CH:34]=[CH:33][CH:32]=[CH:31][CH:30]=1. (3) Given the product [Cl:1][C:2]1[CH:3]=[CH:4][C:5]([CH2:9][OH:10])=[C:6]([O:8][CH2:14][CH2:13][O:12][CH3:11])[CH:7]=1, predict the reactants needed to synthesize it. The reactants are: [Cl:1][C:2]1[CH:3]=[CH:4][C:5]([CH2:9][OH:10])=[C:6]([OH:8])[CH:7]=1.[CH3:11][O:12][CH2:13][CH2:14]Br. (4) Given the product [Cl:11][CH2:12][C:13]([NH:1][C:2]1[CH:3]=[C:4]2[C:8](=[CH:9][CH:10]=1)[NH:7][N:6]=[CH:5]2)=[O:14], predict the reactants needed to synthesize it. The reactants are: [NH2:1][C:2]1[CH:3]=[C:4]2[C:8](=[CH:9][CH:10]=1)[NH:7][N:6]=[CH:5]2.[Cl:11][CH2:12][C:13](Cl)=[O:14]. (5) Given the product [F:16][C:14]1[CH:15]=[CH:10][C:11]2[C:17]([CH3:18])=[C:2]([C:1]([O:5][CH3:6])=[O:4])[S:3][C:12]=2[CH:13]=1, predict the reactants needed to synthesize it. The reactants are: [C:1]([O:5][CH3:6])(=[O:4])[CH2:2][SH:3].[H-].[Na+].F[C:10]1[CH:15]=[C:14]([F:16])[CH:13]=[CH:12][C:11]=1[C:17](=O)[CH3:18]. (6) Given the product [C:1]1([CH:7]2[C:8](=[O:9])[N:10]3[CH:15]2[CH2:14][CH2:13][CH2:12][CH2:11]3)[CH:6]=[CH:5][CH:4]=[CH:3][CH:2]=1, predict the reactants needed to synthesize it. The reactants are: [C:1]1([C:7](=O)[C:8]([N:10]2[CH2:15][CH2:14][CH2:13][CH2:12][CH2:11]2)=[O:9])[CH:6]=[CH:5][CH:4]=[CH:3][CH:2]=1. (7) Given the product [CH:15]1([C:9]2[CH:10]=[C:11]([O:14][CH2:21][CH2:22][N:23]3[CH2:27][CH2:26][CH2:25][CH2:24]3)[CH:12]=[CH:13][C:8]=2[C:6]2[N:7]=[C:2]([NH2:1])[CH:3]=[CH:4][CH:5]=2)[CH2:19][CH2:18][CH2:17][CH2:16]1, predict the reactants needed to synthesize it. The reactants are: [NH2:1][C:2]1[N:7]=[C:6]([C:8]2[CH:13]=[CH:12][C:11]([OH:14])=[CH:10][C:9]=2[CH:15]2[CH2:19][CH2:18][CH2:17][CH2:16]2)[CH:5]=[CH:4][CH:3]=1.Cl[CH2:21][CH2:22][N:23]1[CH2:27][CH2:26][CH2:25][CH2:24]1.